This data is from Forward reaction prediction with 1.9M reactions from USPTO patents (1976-2016). The task is: Predict the product of the given reaction. (1) Given the reactants [Br:1][C:2]1[N:10]2[C:5]([C:6](O)=[N:7][CH:8]=[N:9]2)=[CH:4][CH:3]=1.O=P(Cl)(Cl)[Cl:14], predict the reaction product. The product is: [Br:1][C:2]1[N:10]2[C:5]([C:6]([Cl:14])=[N:7][CH:8]=[N:9]2)=[CH:4][CH:3]=1. (2) Given the reactants [C:1](=[O:10])(OC1C=CC=CC=1)[NH2:2].[CH3:11][N:12]1[CH2:17][CH2:16][NH:15][CH2:14][CH2:13]1, predict the reaction product. The product is: [CH3:11][N:12]1[CH2:17][CH2:16][N:15]([C:1]([NH2:2])=[O:10])[CH2:14][CH2:13]1. (3) Given the reactants [Li+].CC([N-]C(C)C)C.[N:9]1([C:19]([O:21][C:22]([CH3:25])([CH3:24])[CH3:23])=[O:20])[CH2:14][CH2:13][CH:12]([C:15]([O:17][CH3:18])=[O:16])[CH2:11][CH2:10]1.CN(CCN(C)C)C.[O:34]=[CH:35][CH2:36][NH:37][C:38](=[O:44])[O:39][C:40]([CH3:43])([CH3:42])[CH3:41], predict the reaction product. The product is: [C:40]([O:39][C:38]([NH:37][CH2:36][CH:35]([C:12]1([C:15]([O:17][CH3:18])=[O:16])[CH2:11][CH2:10][N:9]([C:19]([O:21][C:22]([CH3:25])([CH3:24])[CH3:23])=[O:20])[CH2:14][CH2:13]1)[OH:34])=[O:44])([CH3:43])([CH3:42])[CH3:41]. (4) Given the reactants [Si]([O:8][CH2:9][C:10]1[CH:11]=[C:12]([N:16]2[C:20]([NH2:21])=[CH:19][C:18]([C:22]3[S:23][CH:24]=[CH:25][CH:26]=3)=[N:17]2)[CH:13]=[CH:14][CH:15]=1)(C(C)(C)C)(C)C.N1C=CC=CC=1.[F:33][C:34]1[CH:39]=[CH:38][C:37]([N:40]=[C:41]=[O:42])=[C:36]([F:43])[C:35]=1[F:44].CCCC[N+](CCCC)(CCCC)CCCC.[F-], predict the reaction product. The product is: [OH:8][CH2:9][C:10]1[CH:11]=[C:12]([N:16]2[C:20]([NH:21][C:41]([NH:40][C:37]3[CH:38]=[CH:39][C:34]([F:33])=[C:35]([F:44])[C:36]=3[F:43])=[O:42])=[CH:19][C:18]([C:22]3[S:23][CH:24]=[CH:25][CH:26]=3)=[N:17]2)[CH:13]=[CH:14][CH:15]=1. (5) Given the reactants [CH2:1]([S:5]([CH:8]1[C:12]([S:13]([CH2:16][CH2:17][CH2:18][CH3:19])(=[O:15])=[O:14])=[CH:11][S:10][CH2:9]1)(=[O:7])=[O:6])[CH2:2][CH2:3][CH3:4].S(Cl)(Cl)=O.P([O-])([O-])(O)=O.[Na+].[Na+].P([O-])(O)(O)=O.[Na+], predict the reaction product. The product is: [CH2:1]([S:5]([C:8]1[C:12]([S:13]([CH2:16][CH2:17][CH2:18][CH3:19])(=[O:14])=[O:15])=[CH:11][S:10][CH:9]=1)(=[O:7])=[O:6])[CH2:2][CH2:3][CH3:4]. (6) Given the reactants [Cl:1][C:2]1[CH:11]=[C:10]2[C:5]([C:6]([NH:12][CH2:13][CH2:14][CH2:15][NH2:16])=[CH:7][CH:8]=[N:9]2)=[CH:4][CH:3]=1.C(Cl)CCl.[CH2:21]([N:23]([CH2:26][CH3:27])[CH2:24][CH3:25])[CH3:22].CN([CH:31]=[O:32])C, predict the reaction product. The product is: [Cl:1][C:2]1[CH:11]=[C:10]2[C:5]([C:6]([N:12]([C:31](=[O:32])[CH2:22][CH2:21][N:23]([CH2:26][CH3:27])[CH2:24][CH3:25])[CH2:13][CH2:14][CH2:15][NH2:16])=[CH:7][CH:8]=[N:9]2)=[CH:4][CH:3]=1. (7) Given the reactants Br[CH2:2][CH2:3][CH2:4][CH2:5][O:6][C:7]1[CH:12]=[CH:11][C:10]([Cl:13])=[C:9]([Cl:14])[CH:8]=1.[CH3:15][NH2:16].[O-2].[Ca+2], predict the reaction product. The product is: [Cl:14][C:9]1[CH:8]=[C:7]([CH:12]=[CH:11][C:10]=1[Cl:13])[O:6][CH2:5][CH2:4][CH2:3][CH2:2][NH:16][CH3:15]. (8) Given the reactants [Cl:1][C:2]1[CH:7]=[CH:6][C:5]([C:8]2[CH:13]=[CH:12][C:11]([C:14]([OH:16])=O)=[CH:10][CH:9]=2)=[CH:4][CH:3]=1.O=S(Cl)[Cl:19].CN(C=O)C, predict the reaction product. The product is: [Cl:1][C:2]1[CH:7]=[CH:6][C:5]([C:8]2[CH:13]=[CH:12][C:11]([C:14]([Cl:19])=[O:16])=[CH:10][CH:9]=2)=[CH:4][CH:3]=1. (9) Given the reactants C(O[CH:4]=[CH:5][C:6](=O)[C:7]([F:10])([F:9])[F:8])C.[CH3:12][NH:13][NH2:14], predict the reaction product. The product is: [CH3:12][N:13]1[CH:4]=[CH:5][C:6]([C:7]([F:10])([F:9])[F:8])=[N:14]1.